This data is from Peptide-MHC class I binding affinity with 185,985 pairs from IEDB/IMGT. The task is: Regression. Given a peptide amino acid sequence and an MHC pseudo amino acid sequence, predict their binding affinity value. This is MHC class I binding data. (1) The peptide sequence is FLGKIWPSHK. The MHC is HLA-A02:06 with pseudo-sequence HLA-A02:06. The binding affinity (normalized) is 0.0192. (2) The peptide sequence is FIVPEFAKQY. The MHC is HLA-A31:01 with pseudo-sequence HLA-A31:01. The binding affinity (normalized) is 0.